From a dataset of Forward reaction prediction with 1.9M reactions from USPTO patents (1976-2016). Predict the product of the given reaction. (1) Given the reactants Br[C:2]1[CH:3]=[C:4]2[C:8](=[CH:9][CH:10]=1)[N:7]([CH:11]1[CH2:16][CH2:15][CH2:14][CH2:13][O:12]1)[N:6]=[CH:5]2.C([O-])([O-])=O.[K+].[K+].[C:23]1(C)C=CC=C[CH:24]=1, predict the reaction product. The product is: [O:12]1[CH2:13][CH2:14][CH2:15][CH2:16][CH:11]1[N:7]1[C:8]2[C:4](=[CH:3][C:2]([CH:23]=[CH2:24])=[CH:10][CH:9]=2)[CH:5]=[N:6]1. (2) Given the reactants [C:1]1([CH2:7][CH2:8][CH2:9][C:10]2[CH:18]=[CH:17][C:13]([C:14]([OH:16])=O)=[CH:12][CH:11]=2)[CH:6]=[CH:5][CH:4]=[CH:3][CH:2]=1.C1(CCCC2C=CC(CO)=CC=2)C=CC=CC=1.[N:36]([C@H:39]([CH2:43][C:44]1[CH:49]=[CH:48][CH:47]=[CH:46][CH:45]=1)[C:40]([O-:42])=[O:41])=[C:37]=[O:38].[N-]=C=O.COC(=O)[C@H](CC1C=CC=CC=1)N, predict the reaction product. The product is: [C:44]1([CH2:43][CH:39]([NH:36][C:37]([O:16][CH2:14][C:13]2[CH:12]=[CH:11][C:10]([CH2:9][CH2:8][CH2:7][C:1]3[CH:2]=[CH:3][CH:4]=[CH:5][CH:6]=3)=[CH:18][CH:17]=2)=[O:38])[C:40]([OH:42])=[O:41])[CH:45]=[CH:46][CH:47]=[CH:48][CH:49]=1. (3) Given the reactants [N:1]1[CH:6]=[CH:5][CH:4]=[CH:3][C:2]=1[C:7]1[N:8]=[C:9]([O:16][C@H:17]2[CH2:21][N:20]([C:22]([O:24][C:25]([CH3:28])([CH3:27])[CH3:26])=[O:23])[C@H:19]([C:29]([O:31]C)=[O:30])[CH2:18]2)[C:10]2[S:15][CH:14]=[CH:13][C:11]=2[N:12]=1.O1CCCC1.[OH-].[Li+], predict the reaction product. The product is: [C:25]([O:24][C:22]([N:20]1[CH2:21][C@H:17]([O:16][C:9]2[C:10]3[S:15][CH:14]=[CH:13][C:11]=3[N:12]=[C:7]([C:2]3[CH:3]=[CH:4][CH:5]=[CH:6][N:1]=3)[N:8]=2)[CH2:18][C@H:19]1[C:29]([OH:31])=[O:30])=[O:23])([CH3:28])([CH3:26])[CH3:27]. (4) Given the reactants [NH2:1][C@@H:2]1[C@@H:6]([OH:7])[CH2:5][N:4]([C:8]2[CH:27]=[CH:26][C:11]([C:12]([NH:14][C:15]3[CH:20]=[CH:19][C:18]([O:21][C:22]([Cl:25])([F:24])[F:23])=[CH:17][CH:16]=3)=[O:13])=[CH:10][C:9]=2Br)[CH2:3]1.[N:29]1[CH:34]=[C:33](B(O)O)[CH:32]=[N:31][CH:30]=1.C([O-])([O-])=O.[Na+].[Na+].COCCOC, predict the reaction product. The product is: [NH2:1][C@@H:2]1[C@@H:6]([OH:7])[CH2:5][N:4]([C:8]2[CH:27]=[CH:26][C:11]([C:12]([NH:14][C:15]3[CH:20]=[CH:19][C:18]([O:21][C:22]([Cl:25])([F:24])[F:23])=[CH:17][CH:16]=3)=[O:13])=[CH:10][C:9]=2[C:33]2[CH:34]=[N:29][CH:30]=[N:31][CH:32]=2)[CH2:3]1. (5) The product is: [Cl-:10].[F:1][C:2]([F:8])([F:7])[CH2:3][CH:4]([OH:5])[CH2:6][NH3+:9]. Given the reactants [F:1][C:2]([F:8])([F:7])[CH2:3][CH:4]1[CH2:6][O:5]1.[NH3:9].[ClH:10], predict the reaction product. (6) Given the reactants [F:1][C:2]1[CH:7]=[C:6]([C:8]2[CH:9]=[C:10]3[C:16]([C:17]4[C:18]([CH3:30])=[N:19][N:20]([CH2:22][C:23]5[CH:28]=[CH:27][CH:26]=[C:25]([F:29])[CH:24]=5)[CH:21]=4)=[CH:15][N:14]([S:31]([C:34]4[CH:40]=[CH:39][C:37]([CH3:38])=[CH:36][CH:35]=4)(=[O:33])=[O:32])[C:11]3=[N:12][CH:13]=2)[CH:5]=[CH:4][C:3]=1[C:41]1[CH2:46][CH2:45][N:44]([C:47]([O:49][C:50]([CH3:53])([CH3:52])[CH3:51])=[O:48])[CH2:43][CH:42]=1, predict the reaction product. The product is: [F:1][C:2]1[CH:7]=[C:6]([C:8]2[CH:9]=[C:10]3[C:16]([C:17]4[C:18]([CH3:30])=[N:19][N:20]([CH2:22][C:23]5[CH:28]=[CH:27][CH:26]=[C:25]([F:29])[CH:24]=5)[CH:21]=4)=[CH:15][N:14]([S:31]([C:34]4[CH:40]=[CH:39][C:37]([CH3:38])=[CH:36][CH:35]=4)(=[O:32])=[O:33])[C:11]3=[N:12][CH:13]=2)[CH:5]=[CH:4][C:3]=1[CH:41]1[CH2:42][CH2:43][N:44]([C:47]([O:49][C:50]([CH3:53])([CH3:52])[CH3:51])=[O:48])[CH2:45][CH2:46]1. (7) Given the reactants C(OC([NH:8][C@H:9]([CH2:29][C:30]1[CH:35]=[CH:34][C:33]([Cl:36])=[CH:32][CH:31]=1)[C:10]([N:12]1[CH2:17][CH2:16][C:15]([CH:23]2[CH2:28][CH2:27][CH2:26][CH2:25][CH2:24]2)([C:18]([O:20][CH2:21][CH3:22])=[O:19])[CH2:14][CH2:13]1)=[O:11])=O)(C)(C)C, predict the reaction product. The product is: [NH2:8][C@H:9]([CH2:29][C:30]1[CH:35]=[CH:34][C:33]([Cl:36])=[CH:32][CH:31]=1)[C:10]([N:12]1[CH2:17][CH2:16][C:15]([CH:23]2[CH2:28][CH2:27][CH2:26][CH2:25][CH2:24]2)([C:18]([O:20][CH2:21][CH3:22])=[O:19])[CH2:14][CH2:13]1)=[O:11].